Dataset: Peptide-MHC class I binding affinity with 185,985 pairs from IEDB/IMGT. Task: Regression. Given a peptide amino acid sequence and an MHC pseudo amino acid sequence, predict their binding affinity value. This is MHC class I binding data. The peptide sequence is FTTRHRKPTY. The MHC is HLA-A01:01 with pseudo-sequence HLA-A01:01. The binding affinity (normalized) is 0.0693.